From a dataset of Forward reaction prediction with 1.9M reactions from USPTO patents (1976-2016). Predict the product of the given reaction. (1) Given the reactants [F:1][C:2]1[CH:7]=[CH:6][C:5]([NH:8][C:9]([C:11]2[N:12]([CH3:27])[CH:13]=[C:14]([C:16](=[O:26])[C:17](=[O:25])[NH:18][C@H:19]([CH3:24])[C:20](F)(F)F)[CH:15]=2)=[O:10])=[CH:4][C:3]=1[CH3:28].[NH2:29][C@H:30](C)CC#N, predict the reaction product. The product is: [C:30]([CH2:20][C@H:19]([NH:18][C:17](=[O:25])[C:16]([C:14]1[CH:15]=[C:11]([C:9]([NH:8][C:5]2[CH:6]=[CH:7][C:2]([F:1])=[C:3]([CH3:28])[CH:4]=2)=[O:10])[N:12]([CH3:27])[CH:13]=1)=[O:26])[CH3:24])#[N:29]. (2) Given the reactants CS(O[CH2:6][CH:7]1[O:11][C:10](=[O:12])[N:9]([C:13]2[CH:18]=[CH:17][C:16]([N:19]3[CH2:24][CH2:23][N:22]([C:25](=[O:33])[CH:26]=[CH:27][C:28]4[S:29][CH:30]=[CH:31][CH:32]=4)[CH2:21][CH2:20]3)=[C:15]([F:34])[CH:14]=2)[CH2:8]1)(=O)=O.[N-:35]=[N+:36]=[N-:37].[Na+], predict the reaction product. The product is: [F:34][C:15]1[CH:14]=[C:13]([N:9]2[CH2:8][CH:7]([CH2:6][N:35]=[N+:36]=[N-:37])[O:11][C:10]2=[O:12])[CH:18]=[CH:17][C:16]=1[N:19]1[CH2:20][CH2:21][N:22]([C:25](=[O:33])[CH:26]=[CH:27][C:28]2[S:29][CH:30]=[CH:31][CH:32]=2)[CH2:23][CH2:24]1. (3) Given the reactants CC(OI1(OC(C)=O)(OC(C)=O)[O:14][C:12](=[O:13])[C:11]2[CH:10]=[CH:9][CH:8]=[CH:7][C:6]1=2)=O.[C:23]([O:31][CH2:32][C@@H:33]1[O:37][CH:36](C2C=CC=CC=2C([O-])=O)[C@H:35]([OH:47])[C@@H:34]1C1C=CC=CC=1C([O-])=O)(=[O:30])[C:24]1[CH:29]=[CH:28][CH:27]=[CH:26][CH:25]=1.[CH3:57][CH2:58][CH2:59][CH2:60][CH2:61][CH3:62].[C:63]([O:66]CC)(=[O:65])C, predict the reaction product. The product is: [C:63]([O:66][CH:36]1[C:35](=[O:47])[C@H:32]([O:31][C:23](=[O:30])[C:24]2[CH:25]=[CH:26][CH:27]=[CH:28][CH:29]=2)[C@@H:33]([CH2:34][O:14][C:12](=[O:13])[C:11]2[CH:6]=[CH:7][CH:8]=[CH:9][CH:10]=2)[O:37]1)(=[O:65])[C:59]1[CH:58]=[CH:57][CH:62]=[CH:61][CH:60]=1. (4) Given the reactants C(O[C:6]([C:8]1[N:9]=[C:10]([C:27]#[N:28])[C:11]2[C:16]([C:17]=1[OH:18])=[CH:15][CH:14]=[C:13]([O:19][C:20]1[CH:25]=[CH:24][C:23]([F:26])=[CH:22][CH:21]=1)[CH:12]=2)=[O:7])CCC.C([O:33][C:34](=[O:40])[C:35]([CH3:39])([CH3:38])[CH2:36][NH2:37])(C)(C)C.Cl, predict the reaction product. The product is: [C:27]([C:10]1[C:11]2[C:16](=[CH:15][CH:14]=[C:13]([O:19][C:20]3[CH:21]=[CH:22][C:23]([F:26])=[CH:24][CH:25]=3)[CH:12]=2)[C:17]([OH:18])=[C:8]([C:6]([NH:37][CH2:36][C:35]([CH3:39])([CH3:38])[C:34]([OH:40])=[O:33])=[O:7])[N:9]=1)#[N:28]. (5) The product is: [F:14][C:15]1[CH:16]=[C:17]([CH:25]=[CH:26][CH:27]=1)[CH2:18][N:4]1[CH2:5][CH2:6][N:1]([C:7]2[N:12]=[CH:11][NH:10][C:9](=[O:13])[CH:8]=2)[CH2:2][CH2:3]1. Given the reactants [N:1]1([C:7]2[N:12]=[CH:11][NH:10][C:9](=[O:13])[CH:8]=2)[CH2:6][CH2:5][NH:4][CH2:3][CH2:2]1.[F:14][C:15]1[CH:16]=[C:17]([CH:25]=[CH:26][CH:27]=1)[CH2:18]N1CCNCC1.C(N(C(C)C)CC)(C)C, predict the reaction product. (6) The product is: [C:52]([C@H:27]([NH:26][C:92](=[O:93])[CH2:91][O:90][CH2:89][CH2:88][O:87][CH2:86][CH2:85][O:84][CH2:83][CH2:82][O:81][CH2:80][CH2:79][O:78][CH2:77][CH2:76][CH2:75][CH2:74][C@H:70]1[C@@H:69]2[C@H:61]([CH2:62][CH2:63][C@@:64]3([CH3:96])[C@H:68]2[CH2:67][CH2:66][C@@H:65]3[OH:95])[C:60]2[CH:59]=[CH:58][C:57]([OH:56])=[CH:73][C:72]=2[CH2:71]1)[C:28]([N:30]1[CH2:34][C@H:33]([OH:35])[CH2:32][C@H:31]1[C:36]([NH:38][CH2:39][C:40]1[CH:45]=[CH:44][C:43]([C:46]2[S:50][CH:49]=[N:48][C:47]=2[CH3:51])=[CH:42][CH:41]=1)=[O:37])=[O:29])([CH3:55])([CH3:54])[CH3:53]. Given the reactants CN(C(ON1N=NC2C=CC=NC1=2)=[N+](C)C)C.F[P-](F)(F)(F)(F)F.Cl.[NH2:26][C@@H:27]([C:52]([CH3:55])([CH3:54])[CH3:53])[C:28]([N:30]1[CH2:34][C@H:33]([OH:35])[CH2:32][C@H:31]1[C:36]([NH:38][CH2:39][C:40]1[CH:45]=[CH:44][C:43]([C:46]2[S:50][CH:49]=[N:48][C:47]=2[CH3:51])=[CH:42][CH:41]=1)=[O:37])=[O:29].[OH:56][C:57]1[CH:58]=[CH:59][C:60]2[C@@H:61]3[C@@H:69]([C@H:70]([CH2:74][CH2:75][CH2:76][CH2:77][O:78][CH2:79][CH2:80][O:81][CH2:82][CH2:83][O:84][CH2:85][CH2:86][O:87][CH2:88][CH2:89][O:90][CH2:91][C:92](O)=[O:93])[CH2:71][C:72]=2[CH:73]=1)[C@H:68]1[C@@:64]([CH3:96])([C@@H:65]([OH:95])[CH2:66][CH2:67]1)[CH2:63][CH2:62]3.CCN(C(C)C)C(C)C, predict the reaction product. (7) Given the reactants FC(F)(F)S(O[C:7]1[C:11]2[CH:12]=[N:13][CH:14]=[CH:15][C:10]=2[O:9][C:8]=1[C:16]([O:18][CH2:19][CH3:20])=[O:17])(=O)=O.[Br:23][C:24]1[C:30]([F:31])=[CH:29][C:27]([NH2:28])=[C:26]([F:32])[CH:25]=1.CC1(C)C2C(=C(P(C3C=CC=CC=3)C3C=CC=CC=3)C=CC=2)OC2C(P(C3C=CC=CC=3)C3C=CC=CC=3)=CC=CC1=2.[O-]P([O-])([O-])=O.[K+].[K+].[K+], predict the reaction product. The product is: [Br:23][C:24]1[C:30]([F:31])=[CH:29][C:27]([NH:28][C:7]2[C:11]3[CH:12]=[N:13][CH:14]=[CH:15][C:10]=3[O:9][C:8]=2[C:16]([O:18][CH2:19][CH3:20])=[O:17])=[C:26]([F:32])[CH:25]=1. (8) Given the reactants [CH2:1]([O:3][C:4]([C@@H:6]1[C@@H:10]([C:11](=[O:27])[NH:12][C:13]2[CH:18]=[CH:17][C:16]([N:19]3[CH:24]=[CH:23][CH:22]=[CH:21][C:20]3=[O:25])=[CH:15][C:14]=2[F:26])[CH2:9][N:8](C(OC(C)(C)C)=O)[CH2:7]1)=[O:5])[CH3:2].[ClH:35], predict the reaction product. The product is: [ClH:35].[CH2:1]([O:3][C:4]([C@@H:6]1[C@@H:10]([C:11](=[O:27])[NH:12][C:13]2[CH:18]=[CH:17][C:16]([N:19]3[CH:24]=[CH:23][CH:22]=[CH:21][C:20]3=[O:25])=[CH:15][C:14]=2[F:26])[CH2:9][NH:8][CH2:7]1)=[O:5])[CH3:2]. (9) Given the reactants [H-].C([Al+]CC(C)C)C(C)C.[CH3:11][O:12][C:13]1[CH:18]=[CH:17][C:16]([CH2:19][CH2:20][C:21](OCC)=[O:22])=[CH:15][CH:14]=1.[Cl-].[NH4+], predict the reaction product. The product is: [CH3:11][O:12][C:13]1[CH:18]=[CH:17][C:16]([CH2:19][CH2:20][CH:21]=[O:22])=[CH:15][CH:14]=1.